This data is from Forward reaction prediction with 1.9M reactions from USPTO patents (1976-2016). The task is: Predict the product of the given reaction. (1) Given the reactants [NH2:1][C:2]([CH3:9])([CH2:5][CH:6]1[CH2:8][CH2:7]1)[C:3]#[N:4].C(N(C(C)C)CC)(C)C.[C:19](O[C:19]([O:21][C:22]([CH3:25])([CH3:24])[CH3:23])=[O:20])([O:21][C:22]([CH3:25])([CH3:24])[CH3:23])=[O:20], predict the reaction product. The product is: [C:22]([O:21][C:19](=[O:20])[NH:1][C:2]([C:3]#[N:4])([CH2:5][CH:6]1[CH2:8][CH2:7]1)[CH3:9])([CH3:25])([CH3:24])[CH3:23]. (2) Given the reactants [CH3:1][O:2][C:3](=[O:12])[C:4]1[CH:9]=[CH:8][C:7]([CH:10]=[O:11])=[N:6][CH:5]=1.[N+:13]([CH:15](S(C1C=CC(C)=CC=1)(=O)=O)[CH3:16])#[C-:14].C(=O)([O-])[O-].[K+].[K+].O, predict the reaction product. The product is: [CH3:1][O:2][C:3](=[O:12])[C:4]1[CH:9]=[CH:8][C:7]([C:10]2[O:11][CH:14]=[N:13][C:15]=2[CH3:16])=[N:6][CH:5]=1.